This data is from Forward reaction prediction with 1.9M reactions from USPTO patents (1976-2016). The task is: Predict the product of the given reaction. (1) Given the reactants [C:1]([CH:5]1[CH2:10][CH2:9][CH:8]([O:11][C:12]2[CH:13]=[C:14]3[C:19](=[C:20]([CH3:22])[CH:21]=2)[CH:18]=[C:17]([CH:23]=O)[CH:16]=[CH:15]3)[CH2:7][CH2:6]1)([CH3:4])([CH3:3])[CH3:2].Cl.[CH3:26][O:27][C:28](=[O:31])[CH2:29][NH2:30].C(N(CC)C(C)C)(C)C.C(O[BH-](OC(=O)C)OC(=O)C)(=O)C.[Na+], predict the reaction product. The product is: [CH3:26][O:27][C:28](=[O:31])[CH2:29][NH:30][CH2:23][C:17]1[CH:16]=[CH:15][C:14]2[C:19](=[C:20]([CH3:22])[CH:21]=[C:12]([O:11][CH:8]3[CH2:7][CH2:6][CH:5]([C:1]([CH3:3])([CH3:4])[CH3:2])[CH2:10][CH2:9]3)[CH:13]=2)[CH:18]=1. (2) The product is: [F:23][C:2]1([F:1])[C:3]([C:16]2[C:17]([F:22])=[N:18][CH:19]=[CH:20][CH:21]=2)=[N:4][CH2:5][C:6]1=[CH2:7]. Given the reactants [F:1][C:2]1([F:23])[C:6](=[CH2:7])[CH2:5][N:4](C(OC(C)(C)C)=O)[C:3]1([C:16]1[C:17]([F:22])=[N:18][CH:19]=[CH:20][CH:21]=1)O.Cl, predict the reaction product. (3) Given the reactants CC[CH2:3][CH2:4][CH2:5][CH2:6][CH2:7][CH2:8][CH2:9][CH2:10][CH2:11][CH2:12][CH2:13][CH2:14][CH2:15][CH2:16][CH2:17][C:18]([O:20][CH2:21][CH:21]([O:20][C:18]([CH2:17][CH2:16][CH2:15][CH2:14][CH2:13][CH2:12][CH2:11][CH2:10][CH2:9][CH2:8][CH2:7][CH2:6][CH2:5][CH2:4][CH2:3]CC)=[O:19])[CH2:21][O:20][C:18]([CH2:17][CH2:16][CH2:15][CH2:14][CH2:13][CH2:12][CH2:11][CH2:10][CH2:9][CH2:8][CH2:7][CH2:6][CH2:5][CH2:4][CH2:3]CC)=[O:19])=[O:19].CO, predict the reaction product. The product is: [CH3:21][O:20][C:18](=[O:19])[CH2:17][CH2:16][CH2:15][CH2:14][CH2:13][CH2:12][CH2:11][CH2:10][CH2:9][CH2:8][CH2:7][CH2:6][CH2:5][CH2:4][CH3:3].